From a dataset of Full USPTO retrosynthesis dataset with 1.9M reactions from patents (1976-2016). Predict the reactants needed to synthesize the given product. (1) Given the product [CH:37]1([C:40]([NH:42][C:2]2[CH:7]=[C:6]([O:8][C:9]3[C:14]([F:15])=[CH:13][C:12]([NH:16][C:17]([C:19]4[C:20](=[O:35])[N:21]([C:28]5[CH:33]=[CH:32][C:31]([F:34])=[CH:30][CH:29]=5)[CH:22]=[CH:23][C:24]=4[O:25][CH2:26][CH3:27])=[O:18])=[C:11]([F:36])[CH:10]=3)[CH:5]=[CH:4][N:3]=2)=[O:41])[CH2:39][CH2:38]1, predict the reactants needed to synthesize it. The reactants are: Cl[C:2]1[CH:7]=[C:6]([O:8][C:9]2[C:14]([F:15])=[CH:13][C:12]([NH:16][C:17]([C:19]3[C:20](=[O:35])[N:21]([C:28]4[CH:33]=[CH:32][C:31]([F:34])=[CH:30][CH:29]=4)[CH:22]=[CH:23][C:24]=3[O:25][CH2:26][CH3:27])=[O:18])=[C:11]([F:36])[CH:10]=2)[CH:5]=[CH:4][N:3]=1.[CH:37]1([C:40]([NH2:42])=[O:41])[CH2:39][CH2:38]1.C([O-])([O-])=O.[Cs+].[Cs+].CC1(C)C2C(=C(P(C3C=CC=CC=3)C3C=CC=CC=3)C=CC=2)OC2C(P(C3C=CC=CC=3)C3C=CC=CC=3)=CC=CC1=2. (2) Given the product [N:9]([CH2:2][C:3](=[O:8])[C:4]([CH3:7])([CH3:6])[CH3:5])=[N+:10]=[N-:11], predict the reactants needed to synthesize it. The reactants are: Br[CH2:2][C:3](=[O:8])[C:4]([CH3:7])([CH3:6])[CH3:5].[N-:9]=[N+:10]=[N-:11].[Na+]. (3) Given the product [Cl:28][C:25]1[CH:26]=[CH:27][C:22]([C@H:15]2[C@H:16]([OH:21])[C@@H:17]([OH:20])[C@H:18]([OH:19])[C@@H:13]([CH2:12][I:40])[O:14]2)=[CH:23][C:24]=1[CH2:29][C:30]1[S:31][C:32]([C:35]2[O:36][CH:37]=[CH:38][CH:39]=2)=[CH:33][N:34]=1, predict the reactants needed to synthesize it. The reactants are: CC1C=CC(S(O[CH2:12][C@@H:13]2[C@@H:18]([OH:19])[C@H:17]([OH:20])[C@@H:16]([OH:21])[C@H:15]([C:22]3[CH:27]=[CH:26][C:25]([Cl:28])=[C:24]([CH2:29][C:30]4[S:31][C:32]([C:35]5[O:36][CH:37]=[CH:38][CH:39]=5)=[CH:33][N:34]=4)[CH:23]=3)[O:14]2)(=O)=O)=CC=1.[I-:40].[Na+].O. (4) Given the product [Cl:1][C:2]1[CH:3]=[CH:4][C:5]([CH2:8][CH2:9][O:10][C:11]2[N:19]=[C:18]3[C:14]([N:15]=[CH:16][N:17]3[C@@H:20]3[CH2:21][C@H:22]([NH:30][C:31](=[O:34])[CH2:32][CH3:33])[C@@H:23]([OH:27])[C@H:24]3[OH:25])=[C:13]([NH:35][CH2:36][CH:37]([C:44]3[CH:49]=[CH:48][CH:47]=[CH:46][CH:45]=3)[C:38]3[CH:43]=[CH:42][CH:41]=[CH:40][CH:39]=3)[N:12]=2)=[CH:6][CH:7]=1, predict the reactants needed to synthesize it. The reactants are: [Cl:1][C:2]1[CH:7]=[CH:6][C:5]([CH2:8][CH2:9][O:10][C:11]2[N:19]=[C:18]3[C:14]([N:15]=[CH:16][N:17]3[C@H:20]3[C@@H:24]4[O:25]C(C)(C)[O:27][C@@H:23]4[C@@H:22]([NH:30][C:31](=[O:34])[CH2:32][CH3:33])[CH2:21]3)=[C:13]([NH:35][CH2:36][CH:37]([C:44]3[CH:49]=[CH:48][CH:47]=[CH:46][CH:45]=3)[C:38]3[CH:43]=[CH:42][CH:41]=[CH:40][CH:39]=3)[N:12]=2)=[CH:4][CH:3]=1.Cl. (5) The reactants are: C(Br)C1C=CC=CC=1.[F:9][CH:10]([F:20])[O:11][C:12]1[CH:19]=[CH:18][C:15]([CH2:16]Br)=[CH:14][CH:13]=1.[CH3:21][C:22]1[N:23]=[C:24]([N:32]2[CH2:36][CH2:35][NH:34][C:33]2=[O:37])[S:25][C:26]=1[C:27]([O:29][CH2:30][CH3:31])=[O:28]. Given the product [F:9][CH:10]([F:20])[O:11][C:12]1[CH:19]=[CH:18][C:15]([CH2:16][N:34]2[CH2:35][CH2:36][N:32]([C:24]3[S:25][C:26]([C:27]([O:29][CH2:30][CH3:31])=[O:28])=[C:22]([CH3:21])[N:23]=3)[C:33]2=[O:37])=[CH:14][CH:13]=1, predict the reactants needed to synthesize it. (6) Given the product [Cr:2].[NH2:5][C@@H:6]([CH2:10][CH2:11][C:12]([NH:14][C@H:15]([C:18]([NH:20][CH2:21][C:22]([OH:24])=[O:23])=[O:19])[CH2:16][SH:17])=[O:13])[C:7]([OH:9])=[O:8], predict the reactants needed to synthesize it. The reactants are: [Cl-].[Cr+3:2].[Cl-].[Cl-].[NH2:5][C@@H:6]([CH2:10][CH2:11][C:12]([NH:14][C@H:15]([C:18]([NH:20][CH2:21][C:22]([OH:24])=[O:23])=[O:19])[CH2:16][SH:17])=[O:13])[C:7]([OH:9])=[O:8]. (7) Given the product [CH2:1]([O:8][C:9]1[CH:14]=[CH:13][C:12]([CH2:15][C:16]2[CH:21]=[C:20]([C:22]3[C:23]([NH2:29])=[N:24][C:25]([NH2:28])=[CH:26][CH:27]=3)[O:18][N:17]=2)=[CH:11][CH:10]=1)[C:2]1[CH:7]=[CH:6][CH:5]=[CH:4][CH:3]=1, predict the reactants needed to synthesize it. The reactants are: [CH2:1]([O:8][C:9]1[CH:14]=[CH:13][C:12]([CH2:15][C:16](Cl)=[N:17][OH:18])=[CH:11][CH:10]=1)[C:2]1[CH:7]=[CH:6][CH:5]=[CH:4][CH:3]=1.[C:20]([C:22]1[C:23]([NH2:29])=[N:24][C:25]([NH2:28])=[CH:26][CH:27]=1)#[CH:21].C(N(CC)CC)C.